Predict the reactants needed to synthesize the given product. From a dataset of Full USPTO retrosynthesis dataset with 1.9M reactions from patents (1976-2016). Given the product [Cl:1][C:2]1[CH:8]=[CH:7][C:5]([NH:6][C:10](=[O:11])[O:12][C:13]([CH3:16])([CH3:15])[CH3:14])=[C:4]([F:9])[CH:3]=1, predict the reactants needed to synthesize it. The reactants are: [Cl:1][C:2]1[CH:8]=[CH:7][C:5]([NH2:6])=[C:4]([F:9])[CH:3]=1.[C:10](O[C:10]([O:12][C:13]([CH3:16])([CH3:15])[CH3:14])=[O:11])([O:12][C:13]([CH3:16])([CH3:15])[CH3:14])=[O:11].